Dataset: Catalyst prediction with 721,799 reactions and 888 catalyst types from USPTO. Task: Predict which catalyst facilitates the given reaction. (1) Reactant: C(OC(=O)[NH:7][CH2:8][CH:9]1[CH2:12][N:11]([C:13](=[O:47])[C:14]2[CH:19]=[CH:18][C:17]([NH:20][C:21]3[N:26]=[C:25]([NH:27][CH2:28][C:29]4[CH:34]=[CH:33][C:32]([O:35][CH2:36][C:37]([CH2:39][Cl:40])=[CH2:38])=[CH:31][CH:30]=4)[N:24]=[C:23]([O:41][CH2:42][C:43]([F:46])([F:45])[F:44])[N:22]=3)=[CH:16][CH:15]=2)[CH2:10]1)(C)(C)C.C(O)(C(F)(F)F)=O. Product: [NH2:7][CH2:8][CH:9]1[CH2:10][N:11]([C:13]([C:14]2[CH:19]=[CH:18][C:17]([NH:20][C:21]3[N:26]=[C:25]([NH:27][CH2:28][C:29]4[CH:34]=[CH:33][C:32]([O:35][CH2:36][C:37]([CH2:39][Cl:40])=[CH2:38])=[CH:31][CH:30]=4)[N:24]=[C:23]([O:41][CH2:42][C:43]([F:46])([F:45])[F:44])[N:22]=3)=[CH:16][CH:15]=2)=[O:47])[CH2:12]1. The catalyst class is: 2. (2) Reactant: [F:1][C:2]1[CH:7]=[CH:6][C:5]([N:8]2[C:16]3[CH:15]=[CH:14][CH:13]=[C:12]([C:17]([OH:19])=O)[C:11]=3[CH:10]=[N:9]2)=[CH:4][CH:3]=1.C(Cl)(=O)C([Cl:23])=O.CN(C=O)C. Product: [F:1][C:2]1[CH:7]=[CH:6][C:5]([N:8]2[C:16]3[CH:15]=[CH:14][CH:13]=[C:12]([C:17]([Cl:23])=[O:19])[C:11]=3[CH:10]=[N:9]2)=[CH:4][CH:3]=1. The catalyst class is: 2. (3) Reactant: [CH2:1]([N:3]1[CH:7]=[C:6]([NH:8][C:9]2[N:14]=[CH:13][C:12](/[CH:15]=[CH:16]/[C:17]3[CH:18]=[C:19]([CH:24]=[C:25]([O:28][CH3:29])[C:26]=3[F:27])[C:20]([O:22][CH3:23])=[O:21])=[CH:11][N:10]=2)[CH:5]=[N:4]1)[CH3:2]. Product: [CH2:1]([N:3]1[CH:7]=[C:6]([NH:8][C:9]2[N:14]=[CH:13][C:12]([CH2:15][CH2:16][C:17]3[CH:18]=[C:19]([CH:24]=[C:25]([O:28][CH3:29])[C:26]=3[F:27])[C:20]([O:22][CH3:23])=[O:21])=[CH:11][N:10]=2)[CH:5]=[N:4]1)[CH3:2]. The catalyst class is: 358. (4) Product: [NH:21]([CH2:1][C:3]1[CH:4]=[C:5]([CH:18]=[CH:19][CH:20]=1)[O:6][CH2:7][C:8]1[CH:17]=[CH:16][C:11]([C:12]([O:14][CH3:15])=[O:13])=[CH:10][CH:9]=1)[C:22]1[CH:27]=[CH:26][CH:25]=[CH:24][CH:23]=1. Reactant: [CH:1]([C:3]1[CH:4]=[C:5]([CH:18]=[CH:19][CH:20]=1)[O:6][CH2:7][C:8]1[CH:17]=[CH:16][C:11]([C:12]([O:14][CH3:15])=[O:13])=[CH:10][CH:9]=1)=O.[NH2:21][C:22]1[CH:27]=[CH:26][CH:25]=[CH:24][CH:23]=1.C(O)(=O)C.C(O[BH-](OC(=O)C)OC(=O)C)(=O)C.[Na+]. The catalyst class is: 2. (5) Reactant: [CH3:1][C:2]1[NH:3][CH:4]=[CH:5][N:6]=1.[F:7][C:8]([F:19])([F:18])[C:9]1[CH:14]=[CH:13][C:12](B(O)O)=[CH:11][CH:10]=1. Product: [CH3:1][C:2]1[N:3]([C:12]2[CH:13]=[CH:14][C:9]([C:8]([F:19])([F:18])[F:7])=[CH:10][CH:11]=2)[CH:4]=[CH:5][N:6]=1. The catalyst class is: 1. (6) Reactant: F[C:2]1[CH:7]=[C:6]([C:8]2[C:9]([O:16][CH3:17])=[N:10][C:11]([CH3:15])=[CH:12][C:13]=2[CH3:14])[C:5]([F:18])=[CH:4][C:3]=1[C:19]1[N:23]([CH:24]2[CH2:29][CH2:28][O:27][CH2:26][CH2:25]2)[N:22]=[CH:21][C:20]=1[C:30]([NH2:32])=[O:31].[Cl-].[NH4+].O. Product: [F:18][C:5]1[C:6]([C:8]2[C:9]([O:16][CH3:17])=[N:10][C:11]([CH3:15])=[CH:12][C:13]=2[CH3:14])=[CH:7][C:2]2[NH:32][C:30](=[O:31])[C:20]3[CH:21]=[N:22][N:23]([CH:24]4[CH2:29][CH2:28][O:27][CH2:26][CH2:25]4)[C:19]=3[C:3]=2[CH:4]=1. The catalyst class is: 37. (7) Reactant: [Cl:1][C:2]1[N:3]=[CH:4][C:5]([C:8]([O:10]C)=O)=[N:6][CH:7]=1.[NH3:12]. Product: [Cl:1][C:2]1[N:3]=[CH:4][C:5]([C:8]([NH2:12])=[O:10])=[N:6][CH:7]=1. The catalyst class is: 5.